Dataset: Experimentally validated miRNA-target interactions with 360,000+ pairs, plus equal number of negative samples. Task: Binary Classification. Given a miRNA mature sequence and a target amino acid sequence, predict their likelihood of interaction. (1) The miRNA is hsa-miR-4303 with sequence UUCUGAGCUGAGGACAG. The protein sequence of the target gene is MKLNERSLAFYATCDAPVDNAGFLYKRGGRGTGSHRRWFVLRGNILFYFEAEGSREPLGVILLEGCTVELVDAREEFAFAVRFAGGRSRPYVLAADSQAALEGWVKALSRASFHYLRLVVRELEQQLAAMREGSPANALPANPSPVLTQRPKENGWVVWSTLPEQPSVAPQRPPPLPPRRRASAANGPLASFAQLHARYGLEVQALRDQWRGGQAGLASLEVPWHPGSAETQTQDQPALRGHSGCKVLHVFRSVEWPVCNPGSQGT. Result: 0 (no interaction). (2) The miRNA is hsa-miR-128-1-5p with sequence CGGGGCCGUAGCACUGUCUGAGA. The protein sequence of the target gene is MPNSVLWAVDLFGRVYTLSTAGQYWEMCKDSQLEFKRVSATTQCCWGIACDNQVYVYVCASDVPIRRREEAYENQRWNPMGGFCEKLLLSDRWGWSDVSGLQHRPLDRVALPSPHWEWESDWYVDENFGGEPTEKGGWTYAIDFPATYTKDKKWNSCVRRRKWIRYRRYKSRDIWAKIPSKDDPKELPDPFNDLSVGGWEITEEPVGRLSVWAVSLQGKVWYREDVSHSNPEGSSWSLLDTPGEVVQISCGPHDLLWATLWEGQALVREGINRSNPKGSSWSIVEPPGSENGVMHISVGV.... Result: 0 (no interaction). (3) The miRNA is hsa-miR-3665 with sequence AGCAGGUGCGGGGCGGCG. The protein sequence of the target gene is MDGSGEQLGSGGPTSSEQIMKTGAFLLQGFIQDRAGRMAGETPELTLEQPPQDASTKKLSECLRRIGDELDSNMELQRMIADVDTDSPREVFFRVAADMFADGNFNWGRVVALFYFASKLVLKALCTKVPELIRTIMGWTLDFLRERLLVWIQDQGGWEGLLSYFGTPTWQTVTIFVAGVLTASLTIWKKMG. Result: 0 (no interaction). (4) The miRNA is hsa-miR-555 with sequence AGGGUAAGCUGAACCUCUGAU. The protein sequence of the target gene is MSAIQNLHSFDPFADASKGDDLLPAGTEDYIHIRIQQRNGRKTLTTVQGIADDYDKKKLVKAFKKKFACNGTVIEHPEYGEVIQLQGDQRKNICQFLVEIGLAKDDQLKVHGF. Result: 0 (no interaction). (5) The miRNA is hsa-miR-4270 with sequence UCAGGGAGUCAGGGGAGGGC. The protein sequence of the target gene is MKISVAAIPFFLLITIALGTKTESSSRGPYHPSECCFTYTTYKIPRQRIMDYYETNSQCSKPGIVFITKRGHSVCTNPSDKWVQDYIKDMKEN. Result: 0 (no interaction). (6) The miRNA is hsa-miR-125b-5p with sequence UCCCUGAGACCCUAACUUGUGA. The protein sequence of the target gene is MDHYDSQQTNDYMQPEEDWDRDLLLDPAWEKQQRKTFTAWCNSHLRKAGTQIENIEEDFRDGLKLMLLLEVISGERLAKPERGKMRVHKISNVNKALDFIASKGVKLVSIGAEEIVDGNVKMTLGMIWTIILRFAIQDISVEETSAKEGLLLWCQRKTAPYKNVNIQNFHISWKDGLGFCALIHRHRPELIDYGKLRKDDPLTNLNTAFDVAERFLDIPKMLDAEDIVGTARPDEKAIMTYVSSFYHAFSGAQKAETAANRICKVLAVNQENEQLMEDYEKLASDLLEWIRRTIPWLENR.... Result: 0 (no interaction). (7) Result: 0 (no interaction). The miRNA is hsa-miR-8058 with sequence CUGGACUUUGAUCUUGCCAUAA. The protein sequence of the target gene is MAELTVEVRGSNGAFYKGFIKDVHEDSLTVVFENNWQPERQVPFNEVRLPPPPDIKKEISEGDEVEVYSRANDQEPCGWWLAKVRMMKGEFYVIEYAACDATYNEIVTFERLRPVNQNKTVKKNTFFKCTVDVPEDLREACANENAHKDFKKAVGACRIFYHPETTQLMILSASEATVKRVNILSDMHLRSIRTKLMLMSRNEEATKHLECTKQLAAAFHEEFVVREDLMGLAIGTHGSNIQQARKVPGVTAIELDEDTGTFRIYGESAEAVKKARGFLEFVEDFIQVPRNLVGKVIGKN.... (8) The miRNA is hsa-miR-657 with sequence GGCAGGUUCUCACCCUCUCUAGG. Result: 0 (no interaction). The protein sequence of the target gene is MGLPGVIPALVLRGQLLLSVLWLLGPQTSRGLVITPPGPEFVLNISSTFVLTCSGSAPVMWEQMSQVPWQEAAMNQDGTFSSVLTLTNVTGGDTGEYFCVYNNSLGPELSERKRIYIFVPDPTMGFLPMDSEDLFIFVTDVTETTIPCRVTDPQLEVTLHEKKVDIPLHVPYDHQRGFTGTFEDKTYICKTTIGDREVDSDTYYVYSLQVSSINVSVNAVQTVVRQGESITIRCIVMGNDVVNFQWTYPRMKSGRLVEPVTDYLFGVPSRIGSILHIPTAELSDSGTYTCNVSVSVNDHG....